From a dataset of Full USPTO retrosynthesis dataset with 1.9M reactions from patents (1976-2016). Predict the reactants needed to synthesize the given product. (1) Given the product [CH3:1][C:2]1[C:3]([CH3:21])=[CH:4][C:5]2[N:14]([CH2:15][CH2:16][N:22]3[CH2:27][CH2:26][CH2:25][CH:24]([C:28]([O:30][CH2:31][CH3:32])=[O:29])[CH2:23]3)[C:13]3[C:8]([C:9](=[O:19])[NH:10][C:11](=[O:18])[N:12]=3)=[N:7][C:6]=2[CH:20]=1, predict the reactants needed to synthesize it. The reactants are: [CH3:1][C:2]1[C:3]([CH3:21])=[CH:4][C:5]2[N:14]([CH2:15][CH:16]=O)[C:13]3[C:8]([C:9](=[O:19])[NH:10][C:11](=[O:18])[N:12]=3)=[N:7][C:6]=2[CH:20]=1.[NH:22]1[CH2:27][CH2:26][CH2:25][CH:24]([C:28]([O:30][CH2:31][CH3:32])=[O:29])[CH2:23]1. (2) The reactants are: C(O[C:9](=[O:32])[C@H:10]([NH:24][C:25]([O:27][C:28]([CH3:31])([CH3:30])[CH3:29])=[O:26])[CH2:11][C:12]1[C:20]2[C:15](=[CH:16][CH:17]=[CH:18][CH:19]=2)[N:14]([CH2:21][CH2:22][CH3:23])[CH:13]=1)C1C=CC=CC=1.CCN=C=NCCCN(C)C.Cl.C1C=CC2N(O)N=NC=2C=1.[CH2:55]([O:62][NH2:63])[C:56]1[CH:61]=[CH:60][CH:59]=[CH:58][CH:57]=1. Given the product [C:28]([O:27][C:25]([NH:24][C@H:10]([CH2:11][C:12]1[C:20]2[C:15](=[CH:16][CH:17]=[CH:18][CH:19]=2)[N:14]([CH2:21][CH2:22][CH3:23])[CH:13]=1)[C:9]([NH:63][O:62][CH2:55][C:56]1[CH:61]=[CH:60][CH:59]=[CH:58][CH:57]=1)=[O:32])=[O:26])([CH3:29])([CH3:31])[CH3:30], predict the reactants needed to synthesize it. (3) Given the product [Cl:1][C:2]1[CH:3]=[C:4]2[C:9](=[CH:10][C:11]=1[N:25]1[CH2:26][CH:27]([CH3:29])[CH2:28][CH:23]([CH3:22])[CH2:24]1)[O:8][CH:7]([C:13]([F:16])([F:15])[F:14])[C:6]([C:17]([O:19][CH2:20][CH3:21])=[O:18])=[CH:5]2, predict the reactants needed to synthesize it. The reactants are: [Cl:1][C:2]1[CH:3]=[C:4]2[C:9](=[CH:10][C:11]=1F)[O:8][CH:7]([C:13]([F:16])([F:15])[F:14])[C:6]([C:17]([O:19][CH2:20][CH3:21])=[O:18])=[CH:5]2.[CH3:22][CH:23]1[CH2:28][CH:27]([CH3:29])[CH2:26][NH:25][CH2:24]1.C([O-])([O-])=O.[K+].[K+]. (4) Given the product [Br:18][C:8]1[CH:9]=[C:4]([N+:1]([O-:3])=[O:2])[CH:5]=[C:6]([N+:10]([O-:12])=[O:11])[CH:7]=1, predict the reactants needed to synthesize it. The reactants are: [N+:1]([C:4]1[CH:9]=[CH:8][CH:7]=[C:6]([N+:10]([O-:12])=[O:11])[CH:5]=1)([O-:3])=[O:2].OS(O)(=O)=O.[Br:18]N1C(=O)CCC1=O.O. (5) Given the product [CH3:1][N:2]1[CH:6]=[C:5]([C:7]2[CH:8]=[C:9]3[C:14](=[CH:15][CH:16]=2)[N:13]([C:17]2[C:21]4[CH2:22][N:23]([C:32](=[O:35])[CH2:33][CH3:34])[CH2:24][CH2:25][C:20]=4[N:19]([CH:26]4[CH2:31][CH2:30][O:29][CH2:28][CH2:27]4)[N:18]=2)[CH2:12][CH2:11][CH2:10]3)[CH:4]=[N:3]1, predict the reactants needed to synthesize it. The reactants are: [CH3:1][N:2]1[CH:6]=[C:5]([C:7]2[CH:8]=[C:9]3[C:14](=[CH:15][CH:16]=2)[N:13]([C:17]2[C:21]4[CH2:22][NH:23][CH2:24][CH2:25][C:20]=4[N:19]([CH:26]4[CH2:31][CH2:30][O:29][CH2:28][CH2:27]4)[N:18]=2)[CH2:12][CH2:11][CH2:10]3)[CH:4]=[N:3]1.[C:32](Cl)(=[O:35])[CH2:33][CH3:34].O. (6) Given the product [C:1]([C:5]1[CH:6]=[C:7]([NH:18][C:19](=[O:49])[NH:20][CH2:21][C:22]2[CH:48]=[CH:47][CH:46]=[CH:45][C:23]=2[CH2:24][O:25][C:26]2[CH:31]=[C:30]([CH3:32])[N:29]([C:33]3[CH:34]=[C:35]([CH:39]=[CH:40][C:41]=3[CH3:42])[C:36]([NH:53][CH2:52][CH2:50][OH:51])=[O:38])[C:28](=[O:43])[C:27]=2[Cl:44])[N:8]([C:10]2[CH:15]=[CH:14][C:13]([Cl:16])=[C:12]([OH:17])[CH:11]=2)[N:9]=1)([CH3:4])([CH3:3])[CH3:2], predict the reactants needed to synthesize it. The reactants are: [C:1]([C:5]1[CH:6]=[C:7]([NH:18][C:19](=[O:49])[NH:20][CH2:21][C:22]2[CH:48]=[CH:47][CH:46]=[CH:45][C:23]=2[CH2:24][O:25][C:26]2[CH:31]=[C:30]([CH3:32])[N:29]([C:33]3[CH:34]=[C:35]([CH:39]=[CH:40][C:41]=3[CH3:42])[C:36]([OH:38])=O)[C:28](=[O:43])[C:27]=2[Cl:44])[N:8]([C:10]2[CH:15]=[CH:14][C:13]([Cl:16])=[C:12]([OH:17])[CH:11]=2)[N:9]=1)([CH3:4])([CH3:3])[CH3:2].[CH2:50]([CH2:52][NH2:53])[OH:51].CCN=C=NCCCN(C)C.